This data is from Forward reaction prediction with 1.9M reactions from USPTO patents (1976-2016). The task is: Predict the product of the given reaction. (1) Given the reactants CC1(C)C(C)(C)OB([C:9]2[CH:13]=[CH:12][O:11][CH:10]=2)O1.Br[C:16]1[CH:17]=[C:18]([NH:22][C:23](=[O:40])[CH2:24][O:25][CH2:26][C:27]([NH:29][C:30]2[CH:38]=[CH:37][C:36]([Cl:39])=[CH:35][C:31]=2[C:32]([OH:34])=[O:33])=[O:28])[CH:19]=[CH:20][CH:21]=1, predict the reaction product. The product is: [Cl:39][C:36]1[CH:37]=[CH:38][C:30]([NH:29][C:27](=[O:28])[CH2:26][O:25][CH2:24][C:23]([NH:22][C:18]2[CH:19]=[CH:20][CH:21]=[C:16]([C:9]3[CH:13]=[CH:12][O:11][CH:10]=3)[CH:17]=2)=[O:40])=[C:31]([CH:35]=1)[C:32]([OH:34])=[O:33]. (2) Given the reactants [Cl:1][C:2]1[CH:3]=[C:4]2[C:9](=[C:10]([Cl:12])[CH:11]=1)[CH2:8][N:7]([CH3:13])[CH2:6][CH:5]2[C:14]1[CH:19]=[CH:18][C:17]([NH2:20])=[CH:16][CH:15]=1.[N:21]([CH2:24][C:25]([O:27][CH2:28][CH3:29])=[O:26])=[C:22]=[O:23], predict the reaction product. The product is: [ClH:1].[Cl:1][C:2]1[CH:3]=[C:4]2[C:9](=[C:10]([Cl:12])[CH:11]=1)[CH2:8][N:7]([CH3:13])[CH2:6][CH:5]2[C:14]1[CH:19]=[CH:18][C:17]([NH:20][C:22](=[O:23])[NH:21][CH2:24][C:25]([O:27][CH2:28][CH3:29])=[O:26])=[CH:16][CH:15]=1. (3) Given the reactants [F:1][C:2]1[CH:7]=[CH:6][CH:5]=[CH:4][C:3]=1[SH:8].[OH:9][C@@H:10]1[CH2:14][CH2:13][CH2:12][C@H:11]1[NH:15][C:16]1[N:24]=[CH:23][N:22]=[C:21]2[C:17]=1[N:18]=[CH:19][N:20]2[CH:25]1[C@H:29]([OH:30])[C@H:28]([OH:31])[C@@H:27]([CH2:32]Cl)[O:26]1, predict the reaction product. The product is: [OH:9][C@@H:10]1[CH2:14][CH2:13][CH2:12][C@H:11]1[NH:15][C:16]1[N:24]=[CH:23][N:22]=[C:21]2[C:17]=1[N:18]=[CH:19][N:20]2[CH:25]1[C@H:29]([OH:30])[C@H:28]([OH:31])[C@@H:27]([CH2:32][S:8][C:3]2[CH:4]=[CH:5][CH:6]=[CH:7][C:2]=2[F:1])[O:26]1. (4) Given the reactants [CH3:1][C:2]1[N:3]=[C:4]([CH2:10][CH2:11][C:12]2[C:13]([C:18]3[CH:23]=[CH:22][CH:21]=[CH:20][CH:19]=3)=[N:14][O:15][C:16]=2[CH3:17])[S:5][C:6]=1[C:7](O)=[O:8].C(N1C=CN=C1)([N:26]1C=CN=C1)=O.[OH-].[NH4+], predict the reaction product. The product is: [CH3:1][C:2]1[N:3]=[C:4]([CH2:10][CH2:11][C:12]2[C:13]([C:18]3[CH:23]=[CH:22][CH:21]=[CH:20][CH:19]=3)=[N:14][O:15][C:16]=2[CH3:17])[S:5][C:6]=1[C:7]([NH2:26])=[O:8]. (5) The product is: [Cl:1][C:2]1[CH:28]=[CH:27][C:5]([CH2:6][N:7]2[C:15]3[C:10](=[CH:11][C:12](/[CH:16]=[C:17]4/[C:18](=[O:26])[N:19]([CH2:23][CH2:24][N:39]5[S:38](=[O:43])(=[O:42])[N:37]([C:35]([O:34][CH3:33])=[O:36])[CH2:41][CH2:40]5)[C:20](=[O:22])[S:21]/4)=[CH:13][CH:14]=3)[CH:9]=[N:8]2)=[C:4]([C:29]([F:32])([F:31])[F:30])[CH:3]=1. Given the reactants [Cl:1][C:2]1[CH:28]=[CH:27][C:5]([CH2:6][N:7]2[C:15]3[C:10](=[CH:11][C:12](/[CH:16]=[C:17]4/[C:18](=[O:26])[N:19]([CH2:23][CH2:24]O)[C:20](=[O:22])[S:21]/4)=[CH:13][CH:14]=3)[CH:9]=[N:8]2)=[C:4]([C:29]([F:32])([F:31])[F:30])[CH:3]=1.[CH3:33][O:34][C:35]([N:37]1[CH2:41][CH2:40][NH:39][S:38]1(=[O:43])=[O:42])=[O:36], predict the reaction product.